Dataset: Peptide-MHC class II binding affinity with 134,281 pairs from IEDB. Task: Regression. Given a peptide amino acid sequence and an MHC pseudo amino acid sequence, predict their binding affinity value. This is MHC class II binding data. (1) The peptide sequence is NMVRRGVRSLSNKIK. The MHC is H-2-IAd with pseudo-sequence H-2-IAd. The binding affinity (normalized) is 0.382. (2) The peptide sequence is ADLDSGAVIAARDPH. The MHC is HLA-DPA10201-DPB10501 with pseudo-sequence HLA-DPA10201-DPB10501. The binding affinity (normalized) is 0.174. (3) The peptide sequence is KVTAKGVSEANTCAA. The MHC is HLA-DPA10301-DPB10402 with pseudo-sequence HLA-DPA10301-DPB10402. The binding affinity (normalized) is 0.0782.